The task is: Binary Classification. Given a miRNA mature sequence and a target amino acid sequence, predict their likelihood of interaction.. This data is from Experimentally validated miRNA-target interactions with 360,000+ pairs, plus equal number of negative samples. (1) The miRNA is hsa-miR-3140-3p with sequence AGCUUUUGGGAAUUCAGGUAGU. The protein sequence of the target gene is MAATLLAARGAGPAPAWGPEAFTPDWESREVSTGTTIMAVQFDGGVVLGADSRTTTGSYIANRVTDKLTPIHDRIFCCRSGSAADTQAVADAVTYQLGFHSIELNEPPLVHTAASLFKEMCYRYREDLMAGIIIAGWDPQEGGQVYSVPMGGMMVRQSFAIGGSGSSYIYGYVDATYREGMTKEECLQFTANALALAMERDGSSGGVIRLAAIAESGVERQVLLGDQIPKFAVATLPPA. Result: 0 (no interaction). (2) The miRNA is hsa-miR-3678-5p with sequence UCCGUACAAACUCUGCUGUG. The protein sequence of the target gene is MPGISSQILTNAQGQVIGTLPWVVNSASVAAPAPAQSLQVQAVTPQLLLNAQGQVIATLASSPLPPPVAVRKPSTPESPAKSEVQPIQPTPTVPQPAVVIASPAPAAKPSASAPIPITCSETPTVSQLVSKPHTPSLDEDGINLEEIREFAKNFKIRRLSLGLTQTQVGQALTATEGPAYSQSAICRFEKLDITPKSAQKLKPVLEKWLNEAELRNQEGQQNLMEFVGGEPSKKRKRRTSFTPQAIEALNAYFEKNPLPTGQEITEIAKELNYDREVVRVWFCNRRQTLKNTSKLNVFQI.... Result: 0 (no interaction). (3) The miRNA is hsa-miR-384 with sequence AUUCCUAGAAAUUGUUCAUA. The protein sequence of the target gene is MAAVAAEAAATAASPGEGGAGEAEPELEPIPGSEAGTPLPVTATEAAVPDGEADGRQSAPQADEQPLPPPPPPPPPGELADSSEAEEAKPPEPAAVPVSPPEQPPAAPEQPEDAPRPPPAPALVPPAGGDSAVSHLIPGSEVRVTLDHIIEDALVVSFRLGEKLFSGVLMDLSKRFGPHGIPVTVFPKREYKDKPDAMQLQSTTFQEGIEVKQEVNGAVPDDLSPVPPPERLWASKPPPLFHEGAPYPPPLFIRDTYNQSIPQPPPRKIKRPKRKMYREEPTSIMNAIKLRPRQVLCDKC.... Result: 0 (no interaction). (4) The miRNA is ssc-miR-34c with sequence AGGCAGUGUAGUUAGCUGAUUGC. The protein sequence of the target gene is MASAVVDSGGSALELPSDGGENQEGGDTGPDCPAVIVEPVPSARLEQGYAAQVLVYDDETYMMQDVAEEQEVETENSETVEASVHSSNAHCTDKTIEAAEALLHMESPTCLRDSRSPVEVFVPPCISTPEFIHAAMRPDVITETVVEVSTEESEPMDASPIPTSPDSHEPMKKKKVGRKPKTQQSPVSNGSPELGIKKKAREGKGNTTYLWEFLLDLLQDKNTCPRYIKWTQREKGIFKLVDSKAVSKLWGKHKNKPDMNYETMGRALRYYYQRGILAKVEGQRLVYQFKDMPKNIVVID.... Result: 0 (no interaction). (5) The miRNA is mmu-miR-7a-5p with sequence UGGAAGACUAGUGAUUUUGUUGU. The protein sequence of the target gene is MLAELGFIRTIGENDEVPVEPESDSGDEEEEGPIVLGRKQKALQKNRSADFNPDFVFTEKEGMYDGSWALADVMSQLKKKRAATTLDEKIEKVRKRRKAEDKEAKSGKVEEKEGQADSDLKGQENPGEDEAGSKDEDSETDYSSEDEEILTKADTLKVKEKKKKKKGQAAGGFFEDASEYDKSLSFQDMNLSRPLLKAITAMGFKQPTPIQKACIPVGLLGKDICACAATGTGKTAAFALPVLERLIYKPRQAAVTRVLVLVPTRELGIQVHSVTKQLAQFCSITTCLAVGGLDVKSQEA.... Result: 1 (interaction).